From a dataset of Peptide-MHC class II binding affinity with 134,281 pairs from IEDB. Regression. Given a peptide amino acid sequence and an MHC pseudo amino acid sequence, predict their binding affinity value. This is MHC class II binding data. (1) The peptide sequence is LAALVCYIVMPVHTL. The MHC is DRB1_0101 with pseudo-sequence DRB1_0101. The binding affinity (normalized) is 0.809. (2) The peptide sequence is FDPKGATISATPESA. The MHC is HLA-DQA10101-DQB10501 with pseudo-sequence HLA-DQA10101-DQB10501. The binding affinity (normalized) is 0.0399. (3) The peptide sequence is KQAYAATVATAPEVK. The MHC is HLA-DPA10201-DPB10101 with pseudo-sequence HLA-DPA10201-DPB10101. The binding affinity (normalized) is 0.258. (4) The peptide sequence is TVWAQSADFPQFKPE. The MHC is HLA-DQA10401-DQB10402 with pseudo-sequence HLA-DQA10401-DQB10402. The binding affinity (normalized) is 0.353. (5) The peptide sequence is VVIQDNSDIKVVPRRKAKII. The MHC is DRB1_1001 with pseudo-sequence DRB1_1001. The binding affinity (normalized) is 0.370. (6) The peptide sequence is LAKYKANWIEIMRIK. The MHC is HLA-DQA10102-DQB10502 with pseudo-sequence HLA-DQA10102-DQB10502. The binding affinity (normalized) is 0.201.